From a dataset of Catalyst prediction with 721,799 reactions and 888 catalyst types from USPTO. Predict which catalyst facilitates the given reaction. (1) Reactant: [N+:1]([O-:4])(O)=[O:2].[F:5][C:6]1[CH:13]=[C:12]([OH:14])[CH:11]=[CH:10][C:7]=1[C:8]#[N:9]. Product: [F:5][C:6]1[CH:13]=[C:12]([OH:14])[C:11]([N+:1]([O-:4])=[O:2])=[CH:10][C:7]=1[C:8]#[N:9]. The catalyst class is: 15. (2) Reactant: [CH3:1][NH2:2].[F:3][C:4]1[CH:29]=[CH:28][C:7]([C:8]([NH:10][CH:11]([CH:17]([C:22]2[CH:27]=[CH:26][CH:25]=[CH:24][CH:23]=2)[CH2:18][N+:19]([O-:21])=[O:20])[C:12](OCC)=[O:13])=[O:9])=[C:6]([C:30]([F:33])([F:32])[F:31])[CH:5]=1. Product: [F:3][C:4]1[CH:29]=[CH:28][C:7]([C:8]([NH:10][CH:11]([C:12](=[O:13])[NH:2][CH3:1])[CH:17]([C:22]2[CH:27]=[CH:26][CH:25]=[CH:24][CH:23]=2)[CH2:18][N+:19]([O-:21])=[O:20])=[O:9])=[C:6]([C:30]([F:31])([F:33])[F:32])[CH:5]=1. The catalyst class is: 5. (3) Reactant: [Br:1][C:2]1[CH:7]=[CH:6][C:5]([CH2:8][CH2:9][NH2:10])=[CH:4][CH:3]=1.N1C(C)=CC=CC=1C.[F:19][C:20]([F:31])([F:30])[C:21](O[C:21](=[O:22])[C:20]([F:31])([F:30])[F:19])=[O:22].O. Product: [Br:1][C:2]1[CH:7]=[CH:6][C:5]([CH2:8][CH2:9][NH:10][C:21](=[O:22])[C:20]([F:31])([F:30])[F:19])=[CH:4][CH:3]=1. The catalyst class is: 4.